From a dataset of Full USPTO retrosynthesis dataset with 1.9M reactions from patents (1976-2016). Predict the reactants needed to synthesize the given product. (1) The reactants are: [CH3:1][C:2]1[NH:6][N:5]=[C:4]([NH2:7])[CH:3]=1.[Cl:8][C:9]1[N:14]=[C:13](Cl)[C:12]([CH3:16])=[CH:11][N:10]=1.C([O-])([O-])=O.[Na+].[Na+]. Given the product [Cl:8][C:9]1[N:14]=[C:13]([NH:7][C:4]2[CH:3]=[C:2]([CH3:1])[NH:6][N:5]=2)[C:12]([CH3:16])=[CH:11][N:10]=1, predict the reactants needed to synthesize it. (2) Given the product [CH3:24][CH:23]([CH3:25])[C@H:18]([N:12]1[CH2:11][C:10]2[C:14](=[CH:15][CH:16]=[C:8]([C:5]3[CH:6]=[CH:7][C:2]([NH:1][C:35](=[O:36])[C:34]4[CH:38]=[CH:39][C:31]([CH2:26][CH2:27][CH2:28][CH2:29][CH3:30])=[CH:32][CH:33]=4)=[CH:3][CH:4]=3)[CH:9]=2)[C:13]1=[O:17])[C:19]([O:21][CH3:22])=[O:20], predict the reactants needed to synthesize it. The reactants are: [NH2:1][C:2]1[CH:7]=[CH:6][C:5]([C:8]2[CH:9]=[C:10]3[C:14](=[CH:15][CH:16]=2)[C:13](=[O:17])[N:12]([C@@H:18]([CH:23]([CH3:25])[CH3:24])[C:19]([O:21][CH3:22])=[O:20])[CH2:11]3)=[CH:4][CH:3]=1.[CH2:26]([C:31]1[CH:39]=[CH:38][C:34]([C:35](Br)=[O:36])=[CH:33][CH:32]=1)[CH2:27][CH2:28][CH2:29][CH3:30]. (3) Given the product [CH3:33][N:34]([CH3:41])[CH:35]1[CH2:40][CH2:39][N:38]([C:2]2[N:7]3[CH:8]=[C:9]([CH2:11][N:12]([C@H:23]([C:25]4[CH:30]=[CH:29][C:28]([O:31][CH3:32])=[CH:27][CH:26]=4)[CH3:24])[C@@H:13]4[C:22]5[N:21]=[CH:20][CH:19]=[CH:18][C:17]=5[CH2:16][CH2:15][CH2:14]4)[N:10]=[C:6]3[CH:5]=[CH:4][CH:3]=2)[CH2:37][CH2:36]1, predict the reactants needed to synthesize it. The reactants are: F[C:2]1[N:7]2[CH:8]=[C:9]([CH2:11][N:12]([C@H:23]([C:25]3[CH:30]=[CH:29][C:28]([O:31][CH3:32])=[CH:27][CH:26]=3)[CH3:24])[C@@H:13]3[C:22]4[N:21]=[CH:20][CH:19]=[CH:18][C:17]=4[CH2:16][CH2:15][CH2:14]3)[N:10]=[C:6]2[CH:5]=[CH:4][CH:3]=1.[CH3:33][N:34]([CH3:41])[CH:35]1[CH2:40][CH2:39][NH:38][CH2:37][CH2:36]1. (4) Given the product [NH2:1][CH2:2][C@@H:3]1[C@H:8]([CH3:9])[CH2:7][CH2:6][CH2:5][N:4]1[C:10]([C:12]1[CH:17]=[C:16]([CH3:18])[CH:15]=[CH:14][C:13]=1[N:35]1[CH:39]=[C:38]([CH3:40])[CH:37]=[N:36]1)=[O:11], predict the reactants needed to synthesize it. The reactants are: [NH2:1][CH2:2][C@@H:3]1[C@H:8]([CH3:9])[CH2:7][CH2:6][CH2:5][N:4]1[C:10]([C:12]1[CH:17]=[C:16]([CH3:18])[CH:15]=[CH:14][C:13]=1C1C=NN(C)C=1)=[O:11].CC1C=CC([N:35]2[CH:39]=[C:38]([CH3:40])[CH:37]=[N:36]2)=C(C=1)C(O)=O. (5) Given the product [NH2:1][C:2]1[N:3]=[CH:4][C:5]2[C:10](=[CH:9][CH:8]=[C:7]([C:12]3[CH:13]=[C:14]([CH:18]=[CH:19][C:20]=3[CH3:21])[C:15]([NH:23][C:24]3[S:25][C:26]([CH3:30])=[C:27]([CH3:29])[N:28]=3)=[O:16])[CH:6]=2)[N:11]=1, predict the reactants needed to synthesize it. The reactants are: [NH2:1][C:2]1[N:11]=[CH:10][C:9]2[C:4](=[CH:5][CH:6]=[C:7]([C:12]3[CH:13]=[C:14]([CH:18]=[CH:19][C:20]=3[CH3:21])[C:15](O)=[O:16])[CH:8]=2)[N:3]=1.Cl.[NH2:23][C:24]1[S:25][C:26]([CH3:30])=[C:27]([CH3:29])[N:28]=1.C(N(CC)CC)C. (6) Given the product [Br:3][C:4]1[CH:5]=[C:6]2[C:10](=[CH:11][CH:12]=1)[N:9]=[C:23]([C:19]1[CH:20]=[CH:21][CH:22]=[C:17]([C:16]([F:15])([F:27])[F:28])[CH:18]=1)[C:24]([CH3:25])=[C:7]2[C:8]([OH:13])=[O:1], predict the reactants needed to synthesize it. The reactants are: [OH-:1].[K+].[Br:3][C:4]1[CH:5]=[C:6]2[C:10](=[CH:11][CH:12]=1)[NH:9][C:8](=[O:13])[C:7]2=O.[F:15][C:16]([F:28])([F:27])[C:17]1[CH:18]=[C:19]([C:23](=O)[CH2:24][CH3:25])[CH:20]=[CH:21][CH:22]=1.